Dataset: Full USPTO retrosynthesis dataset with 1.9M reactions from patents (1976-2016). Task: Predict the reactants needed to synthesize the given product. Given the product [Br:1][C:2]1[CH:8]=[CH:7][C:6]([Cl:9])=[CH:5][C:3]=1[NH:4][C:21](=[O:22])[C:20]1[CH:24]=[CH:25][CH:26]=[C:18]([Cl:17])[CH:19]=1, predict the reactants needed to synthesize it. The reactants are: [Br:1][C:2]1[CH:8]=[CH:7][C:6]([Cl:9])=[CH:5][C:3]=1[NH2:4].C(N(CC)CC)C.[Cl:17][C:18]1[CH:19]=[C:20]([CH:24]=[CH:25][CH:26]=1)[C:21](Cl)=[O:22].O.